This data is from Catalyst prediction with 721,799 reactions and 888 catalyst types from USPTO. The task is: Predict which catalyst facilitates the given reaction. (1) Reactant: [N:1]([CH2:4][CH2:5][CH2:6][N:7]([C:15]1[CH:20]=[CH:19][C:18]([C:21]2[N:26]3[C:27]4[CH:33]=[CH:32][CH:31]=[CH:30][C:28]=4[N:29]=[C:25]3[N:24]=[CH:23][CH:22]=2)=[CH:17][CH:16]=1)C(=O)OC(C)(C)C)=[N+:2]=[N-:3].C(O)(C(F)(F)F)=O. The catalyst class is: 2. Product: [N:1]([CH2:4][CH2:5][CH2:6][NH:7][C:15]1[CH:16]=[CH:17][C:18]([C:21]2[N:26]3[C:27]4[CH:33]=[CH:32][CH:31]=[CH:30][C:28]=4[N:29]=[C:25]3[N:24]=[CH:23][CH:22]=2)=[CH:19][CH:20]=1)=[N+:2]=[N-:3]. (2) Reactant: CS(O[CH2:6][CH2:7][CH:8]1[CH2:13][CH2:12][O:11][CH2:10][CH2:9]1)(=O)=O.[Br-:14].[Li+]. Product: [Br:14][CH2:6][CH2:7][CH:8]1[CH2:13][CH2:12][O:11][CH2:10][CH2:9]1. The catalyst class is: 21. (3) Reactant: [Cl:1][C:2]1[CH:7]=[CH:6][C:5]([N:8]2[C:16]([NH:17][CH:18]3[CH2:23][CH2:22][CH2:21][CH2:20][CH2:19]3)=[C:15]3[C:10]([CH:11]=[CH:12][CH:13]=[CH:14]3)=[N:9]2)=[CH:4][CH:3]=1.[C:24]([O:28][C:29](=[O:42])[CH2:30][CH2:31][C:32]1[CH:37]=[CH:36][C:35]([N:38]=[C:39]=[O:40])=[C:34]([F:41])[CH:33]=1)([CH3:27])([CH3:26])[CH3:25].CCN(CC)CC. Product: [C:24]([O:28][C:29](=[O:42])[CH2:30][CH2:31][C:32]1[CH:37]=[CH:36][C:35]([NH:38][C:39]([N:17]([C:16]2[N:8]([C:5]3[CH:6]=[CH:7][C:2]([Cl:1])=[CH:3][CH:4]=3)[N:9]=[C:10]3[C:15]=2[CH:14]=[CH:13][CH:12]=[CH:11]3)[CH:18]2[CH2:23][CH2:22][CH2:21][CH2:20][CH2:19]2)=[O:40])=[C:34]([F:41])[CH:33]=1)([CH3:27])([CH3:25])[CH3:26]. The catalyst class is: 26. (4) Product: [O:15]=[C:13]1[C:38]2[C:37]3[CH:36]=[CH:35][CH:34]=[CH:33][C:42]=3[CH2:41][CH2:40][C:39]=2[NH:1][C:2]2[C:3]1=[C:4]([C:5]([OH:7])=[O:6])[CH:10]=[CH:11][CH:12]=2. Reactant: [NH2:1][C:2]1[CH:12]=[CH:11][CH:10]=[C:4]([C:5]([O:7]CC)=[O:6])[C:3]=1[C:13]([O:15]CC)=O.NC1C=CC=C(C(OC)=O)C=1C(OC)=O.[CH2:33]1[C:42]2[C:37](=[CH:38][CH:39]=[CH:40][CH:41]=2)[CH2:36][CH2:35][C:34]1=O.[Cl-].[Cl-].[Cl-].[Al+3]. The catalyst class is: 5. (5) Product: [N:15]([CH2:2][C:3]1[CH:8]=[CH:7][CH:6]=[C:5]([O:9][CH2:10][C:11]([F:14])([F:13])[F:12])[N:4]=1)=[N+:16]=[N-:17]. Reactant: Cl[CH2:2][C:3]1[CH:8]=[CH:7][CH:6]=[C:5]([O:9][CH2:10][C:11]([F:14])([F:13])[F:12])[N:4]=1.[N-:15]=[N+:16]=[N-:17].[Na+].O. The catalyst class is: 44. (6) Reactant: Br[CH2:2][C:3]1[C:4]([C:10]([O:12]C)=O)=[N:5][C:6]([Cl:9])=[CH:7][CH:8]=1.[F:14][C:15]1[CH:22]=[CH:21][C:18]([CH2:19][NH2:20])=[CH:17][CH:16]=1. Product: [Cl:9][C:6]1[N:5]=[C:4]2[C:10](=[O:12])[N:20]([CH2:19][C:18]3[CH:21]=[CH:22][C:15]([F:14])=[CH:16][CH:17]=3)[CH2:2][C:3]2=[CH:8][CH:7]=1. The catalyst class is: 5.